Dataset: Catalyst prediction with 721,799 reactions and 888 catalyst types from USPTO. Task: Predict which catalyst facilitates the given reaction. (1) Reactant: [CH2:1]=[C:2]1[C:8]2[CH:9]=[CH:10][CH:11]=[CH:12][C:7]=2[CH2:6][CH2:5][C:4]2[CH:13]=[CH:14][CH:15]=[CH:16][C:3]1=2.Br[C:18]1[CH:25]=[CH:24][CH:23]=[CH:22][C:19]=1[C:20]#[N:21].CC([O-])=O.[Na+]. Product: [CH:12]1[C:7]2[CH2:6][CH2:5][C:4]3[CH:13]=[CH:14][CH:15]=[CH:16][C:3]=3[C:2](=[CH:1][C:18]3[CH:25]=[CH:24][CH:23]=[CH:22][C:19]=3[C:20]#[N:21])[C:8]=2[CH:9]=[CH:10][CH:11]=1. The catalyst class is: 44. (2) Reactant: [S:1]1[C:5]2[CH:6]=[CH:7][CH:8]=[CH:9][C:4]=2[N:3]=[C:2]1[CH:10]([O:26][CH:27]1[CH2:32][CH2:31][N:30]([CH3:33])[CH2:29][CH2:28]1)[C:11]1[CH:12]=[C:13]([CH:17]=[CH:18][CH2:19][CH2:20][CH2:21][O:22]C(=O)C)[CH:14]=[CH:15][CH:16]=1.O1CCOCC1.[OH-].[Na+].Cl. Product: [S:1]1[C:5]2[CH:6]=[CH:7][CH:8]=[CH:9][C:4]=2[N:3]=[C:2]1[CH:10]([O:26][CH:27]1[CH2:32][CH2:31][N:30]([CH3:33])[CH2:29][CH2:28]1)[C:11]1[CH:12]=[C:13]([CH:17]=[CH:18][CH2:19][CH2:20][CH2:21][OH:22])[CH:14]=[CH:15][CH:16]=1. The catalyst class is: 72. (3) Reactant: Br[C:2]1[CH:7]=[CH:6][CH:5]=[C:4]([CH:8]2[O:12][CH2:11][CH2:10][O:9]2)[N:3]=1.C([Li])CCC.[O:18]1[CH2:21][C:20](=[O:22])[CH2:19]1. Product: [O:9]1[CH2:10][CH2:11][O:12][CH:8]1[C:4]1[N:3]=[C:2]([C:20]2([OH:22])[CH2:21][O:18][CH2:19]2)[CH:7]=[CH:6][CH:5]=1. The catalyst class is: 7. (4) Reactant: Cl[C:2]1[C:3]2[CH2:15][CH2:14][N:13]([CH2:16][C:17]3[CH:22]=[CH:21][CH:20]=[CH:19][CH:18]=3)[CH2:12][C:4]=2[N:5]=[C:6]([C:8]([F:11])([F:10])[F:9])[N:7]=1.[CH3:23][O-:24].[Na+]. Product: [CH3:23][O:24][C:2]1[C:3]2[CH2:15][CH2:14][N:13]([CH2:16][C:17]3[CH:22]=[CH:21][CH:20]=[CH:19][CH:18]=3)[CH2:12][C:4]=2[N:5]=[C:6]([C:8]([F:11])([F:10])[F:9])[N:7]=1. The catalyst class is: 5. (5) Reactant: [C:1](#[N:5])[CH2:2][C:3]#[N:4].[H-].[Na+].[O:8]([C:15]1[CH:23]=[CH:22][C:18]([C:19](Cl)=[O:20])=[CH:17][CH:16]=1)[C:9]1[CH:14]=[CH:13][CH:12]=[CH:11][CH:10]=1. Product: [OH:20][C:19]([C:18]1[CH:22]=[CH:23][C:15]([O:8][C:9]2[CH:10]=[CH:11][CH:12]=[CH:13][CH:14]=2)=[CH:16][CH:17]=1)=[C:2]([C:1]#[N:5])[C:3]#[N:4]. The catalyst class is: 7. (6) Reactant: Br[C:2]1[CH:7]=[CH:6][N:5]2[CH:8]=[C:9]([C:11]3[CH:16]=[CH:15][CH:14]=[CH:13][CH:12]=3)[N:10]=[C:4]2[CH:3]=1.Cl.[F:18][CH:19]1[CH2:24][CH2:23][NH:22][CH2:21][CH2:20]1.C(=O)([O-])[O-].[Cs+].[Cs+].CC1(C)C2C(=C(P(C3C=CC=CC=3)C3C=CC=CC=3)C=CC=2)OC2C(P(C3C=CC=CC=3)C3C=CC=CC=3)=CC=CC1=2. Product: [F:18][CH:19]1[CH2:24][CH2:23][N:22]([C:2]2[CH:7]=[CH:6][N:5]3[CH:8]=[C:9]([C:11]4[CH:16]=[CH:15][CH:14]=[CH:13][CH:12]=4)[N:10]=[C:4]3[CH:3]=2)[CH2:21][CH2:20]1. The catalyst class is: 62.